Predict the reaction yield, written as a fraction of the theoretical maximum amount of product (1.0 means a 100% yield; for example, 0.34 means a 34% yield). From a dataset of Reaction yield outcomes from USPTO patents with 853,638 reactions. (1) The yield is 0.580. The product is [Cl:13][C:12]1[N:11]=[C:18]([Cl:19])[N:17]=[C:15]([O:8][C:5]2[CH:6]=[CH:7][C:2]([F:1])=[CH:3][CH:4]=2)[N:14]=1. The reactants are [F:1][C:2]1[CH:7]=[CH:6][C:5]([OH:8])=[CH:4][CH:3]=1.[H-].[Na+].[N:11]1[C:18]([Cl:19])=[N:17][C:15](Cl)=[N:14][C:12]=1[Cl:13].[NH4+].[Cl-]. The catalyst is O1CCCC1. (2) The reactants are [Br:1][C:2]1[CH:3]=[CH:4][C:5]2[O:14][CH2:13][CH2:12][C:11]3[N:7]([N:8]=[C:9]([C:15]([NH2:17])=[O:16])[CH:10]=3)[C:6]=2[CH:18]=1.CO[CH:21](OC)[N:22]([CH3:24])[CH3:23]. The catalyst is O1CCOCC1. The product is [CH3:21][N:22]([CH3:24])[CH:23]=[N:17][C:15]([C:9]1[CH:10]=[C:11]2[N:7]([N:8]=1)[C:6]1[CH:18]=[C:2]([Br:1])[CH:3]=[CH:4][C:5]=1[O:14][CH2:13][CH2:12]2)=[O:16]. The yield is 0.970. (3) The reactants are [CH2:1]([O:3][C:4]([C:6]1[CH:7]=[N:8][C:9]2[C:14]([C:15]=1Cl)=[CH:13][CH:12]=[CH:11][C:10]=2[N+:17]([O-])=O)=[O:5])[CH3:2].[S:20]1[CH:24]=[CH:23][CH:22]=[C:21]1[CH2:25][NH2:26]. No catalyst specified. The product is [CH2:1]([O:3][C:4]([C:6]1[CH:7]=[N:8][C:9]2[C:14]([C:15]=1[NH:26][CH2:25][C:21]1[S:20][CH:24]=[CH:23][CH:22]=1)=[CH:13][CH:12]=[CH:11][C:10]=2[NH2:17])=[O:5])[CH3:2]. The yield is 0.890. (4) The yield is 0.160. The reactants are Cl.Cl.[NH2:3][CH2:4][C@@:5]1([OH:13])[CH:10]2[CH2:11][CH2:12][N:7]([CH2:8][CH2:9]2)[CH2:6]1.C([O-])([O-])=O.[Cs+].[Cs+].[N:20]([C:23]1[CH:28]=[C:27]([C:29]2[CH:34]=[CH:33][N:32]=[CH:31][CH:30]=2)[N:26]=[CH:25][N:24]=1)=[C:21]=S.C(N=C=NC(C)C)(C)C. The product is [N:32]1[CH:31]=[CH:30][C:29]([C:27]2[N:26]=[CH:25][N:24]=[C:23]([NH:20][C:21]3[O:13][C@:5]4([CH2:4][N:3]=3)[CH:10]3[CH2:9][CH2:8][N:7]([CH2:12][CH2:11]3)[CH2:6]4)[CH:28]=2)=[CH:34][CH:33]=1. The catalyst is CN(C)C=O.